Dataset: Buchwald-Hartwig C-N cross coupling reaction yields with 55,370 reactions. Task: Predict the reaction yield, written as a fraction of the theoretical maximum amount of product (1.0 means a 100% yield; for example, 0.34 means a 34% yield). (1) The yield is 0.416. No catalyst specified. The reactants are COc1ccc(Br)cc1.Cc1ccc(N)cc1.O=S(=O)(O[Pd]1c2ccccc2-c2ccccc2N~1)C(F)(F)F.COc1ccc(OC)c(P(C(C)(C)C)C(C)(C)C)c1-c1c(C(C)C)cc(C(C)C)cc1C(C)C.CCN=P(N=P(N(C)C)(N(C)C)N(C)C)(N(C)C)N(C)C.COC(=O)c1cc(-c2cccs2)on1. The product is COc1ccc(Nc2ccc(C)cc2)cc1. (2) No catalyst specified. The product is Cc1ccc(Nc2ccc(C(F)(F)F)cc2)cc1. The yield is 0.440. The reactants are FC(F)(F)c1ccc(Br)cc1.Cc1ccc(N)cc1.O=S(=O)(O[Pd]1c2ccccc2-c2ccccc2N~1)C(F)(F)F.CC(C)c1cc(C(C)C)c(-c2ccccc2P(C2CCCCC2)C2CCCCC2)c(C(C)C)c1.CN1CCCN2CCCN=C12.Cc1ccon1. (3) The reactants are Clc1ccccn1.Cc1ccc(N)cc1.O=S(=O)(O[Pd]1c2ccccc2-c2ccccc2N~1)C(F)(F)F.COc1ccc(OC)c(P(C(C)(C)C)C(C)(C)C)c1-c1c(C(C)C)cc(C(C)C)cc1C(C)C.CCN=P(N=P(N(C)C)(N(C)C)N(C)C)(N(C)C)N(C)C.CCOC(=O)c1cc(C)no1. No catalyst specified. The product is Cc1ccc(Nc2ccccn2)cc1. The yield is 0.768. (4) The reactants are FC(F)(F)c1ccc(Br)cc1.Cc1ccc(N)cc1.O=S(=O)(O[Pd]1c2ccccc2-c2ccccc2N~1)C(F)(F)F.CC(C)c1cc(C(C)C)c(-c2ccccc2P(C2CCCCC2)C2CCCCC2)c(C(C)C)c1.CN(C)C(=NC(C)(C)C)N(C)C.c1ccc2oncc2c1. No catalyst specified. The product is Cc1ccc(Nc2ccc(C(F)(F)F)cc2)cc1. The yield is 0.222. (5) The reactants are Brc1cccnc1.Cc1ccc(N)cc1.O=S(=O)(O[Pd]1c2ccccc2-c2ccccc2N~1)C(F)(F)F.COc1ccc(OC)c(P([C@]23C[C@H]4C[C@H](C[C@H](C4)C2)C3)[C@]23C[C@H]4C[C@H](C[C@H](C4)C2)C3)c1-c1c(C(C)C)cc(C(C)C)cc1C(C)C.CCN=P(N=P(N(C)C)(N(C)C)N(C)C)(N(C)C)N(C)C.c1ccc(-c2cnoc2)cc1. No catalyst specified. The product is Cc1ccc(Nc2cccnc2)cc1. The yield is 0.714. (6) The reactants are CCc1ccc(I)cc1.Cc1ccc(N)cc1.O=S(=O)(O[Pd]1c2ccccc2-c2ccccc2N~1)C(F)(F)F.COc1ccc(OC)c(P(C(C)(C)C)C(C)(C)C)c1-c1c(C(C)C)cc(C(C)C)cc1C(C)C.CN(C)C(=NC(C)(C)C)N(C)C.CCOC(=O)c1cnoc1C. No catalyst specified. The product is CCc1ccc(Nc2ccc(C)cc2)cc1. The yield is 0.400. (7) The reactants are CCc1ccc(Cl)cc1.Cc1ccc(N)cc1.O=S(=O)(O[Pd]1c2ccccc2-c2ccccc2N~1)C(F)(F)F.COc1ccc(OC)c(P(C(C)(C)C)C(C)(C)C)c1-c1c(C(C)C)cc(C(C)C)cc1C(C)C.CN1CCCN2CCCN=C12.CCOC(=O)c1ccon1. No catalyst specified. The product is CCc1ccc(Nc2ccc(C)cc2)cc1. The yield is 0.0723.